This data is from NCI-60 drug combinations with 297,098 pairs across 59 cell lines. The task is: Regression. Given two drug SMILES strings and cell line genomic features, predict the synergy score measuring deviation from expected non-interaction effect. (1) Drug 1: C1=NC2=C(N1)C(=S)N=C(N2)N. Drug 2: COCCOC1=C(C=C2C(=C1)C(=NC=N2)NC3=CC=CC(=C3)C#C)OCCOC.Cl. Cell line: UO-31. Synergy scores: CSS=34.2, Synergy_ZIP=-1.43, Synergy_Bliss=0.0256, Synergy_Loewe=1.49, Synergy_HSA=4.80. (2) Drug 1: CC=C1C(=O)NC(C(=O)OC2CC(=O)NC(C(=O)NC(CSSCCC=C2)C(=O)N1)C(C)C)C(C)C. Drug 2: C1=NNC2=C1C(=O)NC=N2. Cell line: HL-60(TB). Synergy scores: CSS=57.0, Synergy_ZIP=-2.94, Synergy_Bliss=-6.90, Synergy_Loewe=-65.2, Synergy_HSA=-4.14.